Dataset: Reaction yield outcomes from USPTO patents with 853,638 reactions. Task: Predict the reaction yield, written as a fraction of the theoretical maximum amount of product (1.0 means a 100% yield; for example, 0.34 means a 34% yield). The reactants are [OH:1][CH2:2][CH2:3][NH:4][C:5](=[O:14])[O:6][CH2:7][C:8]1[CH:13]=[CH:12][CH:11]=[CH:10][CH:9]=1.O[N:16]1[C:20](=[O:21])[C:19]2=[CH:22][CH:23]=[CH:24][CH:25]=[C:18]2[C:17]1=[O:26].C1(P(C2C=CC=CC=2)C2C=CC=CC=2)C=CC=CC=1.N(C(OCC)=O)=NC(OCC)=O. The catalyst is O1CCCC1.C(OCC)(=O)C. The product is [CH2:7]([O:6][C:5]([NH:4][CH2:3][CH2:2][O:1][N:16]1[C:17](=[O:26])[C:18]2=[CH:25][CH:24]=[CH:23][CH:22]=[C:19]2[C:20]1=[O:21])=[O:14])[C:8]1[CH:9]=[CH:10][CH:11]=[CH:12][CH:13]=1. The yield is 0.910.